From a dataset of CYP2D6 inhibition data for predicting drug metabolism from PubChem BioAssay. Regression/Classification. Given a drug SMILES string, predict its absorption, distribution, metabolism, or excretion properties. Task type varies by dataset: regression for continuous measurements (e.g., permeability, clearance, half-life) or binary classification for categorical outcomes (e.g., BBB penetration, CYP inhibition). Dataset: cyp2d6_veith. The drug is COc1ccc(CCN2C(=O)C(O)=C(C(=O)c3ccco3)C2c2cccs2)cc1OC. The result is 0 (non-inhibitor).